This data is from Forward reaction prediction with 1.9M reactions from USPTO patents (1976-2016). The task is: Predict the product of the given reaction. (1) Given the reactants [C:1]1([C:11]2[CH:19]=[CH:18][CH:17]=[C:16]3[C:12]=2[CH:13]=[CH:14][CH2:15]3)[C:10]2[C:5](=[CH:6][CH:7]=[CH:8][CH:9]=2)[CH:4]=[CH:3][CH:2]=1.CS(C)=O.[Br:24]N1C(=O)CCC1=O.C1(C)C=CC(S(O)(=O)=O)=CC=1, predict the reaction product. The product is: [Br:24][C:14]1[CH2:15][C:16]2[C:12]([CH:13]=1)=[C:11]([C:1]1[C:10]3[C:5](=[CH:6][CH:7]=[CH:8][CH:9]=3)[CH:4]=[CH:3][CH:2]=1)[CH:19]=[CH:18][CH:17]=2. (2) Given the reactants [CH3:1][O:2][C:3]1[CH:8]=[CH:7][C:6]([C:9]2[CH:17]=[CH:16][CH:15]=[C:14]3[C:10]=2[CH2:11][C:12](=[O:18])[NH:13]3)=[CH:5][CH:4]=1.[CH3:19][C:20]1[C:24]([C:25]([N:27]2[CH2:32][CH2:31][N:30]([CH3:33])[CH2:29][CH2:28]2)=[O:26])=[CH:23][NH:22][C:21]=1[CH:34]=O, predict the reaction product. The product is: [CH3:1][O:2][C:3]1[CH:8]=[CH:7][C:6]([C:9]2[CH:17]=[CH:16][CH:15]=[C:14]3[C:10]=2[C:11](=[CH:34][C:21]2[NH:22][CH:23]=[C:24]([C:25]([N:27]4[CH2:28][CH2:29][N:30]([CH3:33])[CH2:31][CH2:32]4)=[O:26])[C:20]=2[CH3:19])[C:12](=[O:18])[NH:13]3)=[CH:5][CH:4]=1. (3) Given the reactants [Cl:1][C:2]1[C:3]([Cl:28])=[CH:4][C:5]2[N:10]3[CH:11]=[N:12][N:13]=[C:9]3[C:8]([N:14]3[CH2:17][CH:16]([N:18](C)[C:19](=O)OC(C)(C)C)[CH2:15]3)=[N:7][C:6]=2[N:27]=1.C(O)(C(F)(F)F)=O, predict the reaction product. The product is: [Cl:1][C:2]1[C:3]([Cl:28])=[CH:4][C:5]2[N:10]3[CH:11]=[N:12][N:13]=[C:9]3[C:8]([N:14]3[CH2:15][CH:16]([NH:18][CH3:19])[CH2:17]3)=[N:7][C:6]=2[N:27]=1.